Task: Predict the reaction yield, written as a fraction of the theoretical maximum amount of product (1.0 means a 100% yield; for example, 0.34 means a 34% yield).. Dataset: Reaction yield outcomes from USPTO patents with 853,638 reactions (1) The reactants are C([O:3][C:4]([C:6]1[CH:7]=[CH:8][C:9]2[N:10]([C:12]([CH:15]([C:17]3[CH:18]=[C:19]4[C:23](=[CH:24][C:25]=3[F:26])[N:22]([CH3:27])[N:21]=[CH:20]4)[CH3:16])=[CH:13][N:14]=2)[N:11]=1)=[CH2:5])C.Cl. The yield is 0.810. The catalyst is C(O)(=O)C. The product is [F:26][C:25]1[CH:24]=[C:23]2[C:19]([CH:20]=[N:21][N:22]2[CH3:27])=[CH:18][C:17]=1[CH:15]([C:12]1[N:10]2[N:11]=[C:6]([C:4](=[O:3])[CH3:5])[CH:7]=[CH:8][C:9]2=[N:14][CH:13]=1)[CH3:16]. (2) The product is [CH3:15][S:16]([O:14][CH2:13][C:3]1[C:2]([F:1])=[C:7]([O:8][CH3:9])[CH:6]=[C:5]([O:10][CH3:11])[C:4]=1[F:12])(=[O:18])=[O:17]. The yield is 0.800. The catalyst is C(Cl)Cl. The reactants are [F:1][C:2]1[C:7]([O:8][CH3:9])=[CH:6][C:5]([O:10][CH3:11])=[C:4]([F:12])[C:3]=1[CH2:13][OH:14].[CH3:15][S:16](Cl)(=[O:18])=[O:17]. (3) The yield is 0.480. The product is [C:1]([O:5][C:6]([N:8]([CH2:29][C:30]1[CH:35]=[CH:34][CH:33]=[CH:32][N:31]=1)[CH2:9][C:10]1[CH:11]=[CH:12][C:13]([CH2:16][N:17]([CH2:37][C:38]2[N:42]([CH2:43][O:44][CH2:45][CH2:46][Si:47]([CH3:48])([CH3:49])[CH3:50])[C:41]3[CH:51]=[CH:52][CH:53]=[CH:54][C:40]=3[N:39]=2)[C:18]2([CH3:28])[C:27]3[N:26]=[CH:25][CH:24]=[CH:23][C:22]=3[CH2:21][CH2:20][CH2:19]2)=[CH:14][CH:15]=1)=[O:7])([CH3:2])([CH3:3])[CH3:4]. The reactants are [C:1]([O:5][C:6]([N:8]([CH2:29][C:30]1[CH:35]=[CH:34][CH:33]=[CH:32][N:31]=1)[CH2:9][C:10]1[CH:15]=[CH:14][C:13]([CH2:16][NH:17][C:18]2([CH3:28])[C:27]3[N:26]=[CH:25][CH:24]=[CH:23][C:22]=3[CH2:21][CH2:20][CH2:19]2)=[CH:12][CH:11]=1)=[O:7])([CH3:4])([CH3:3])[CH3:2].Cl[CH2:37][C:38]1[N:42]([CH2:43][O:44][CH2:45][CH2:46][Si:47]([CH3:50])([CH3:49])[CH3:48])[C:41]2[CH:51]=[CH:52][CH:53]=[CH:54][C:40]=2[N:39]=1.C(N(C(C)C)CC)(C)C. The catalyst is CN(C=O)C.